Dataset: Forward reaction prediction with 1.9M reactions from USPTO patents (1976-2016). Task: Predict the product of the given reaction. (1) Given the reactants Cl.[NH2:2][CH:3]1[CH2:8][CH2:7][N:6]([CH2:9][C@@H:10]([C:12]2[C:13]([CH3:22])=[C:14]3[C:18](=[CH:19][CH:20]=2)[C:17](=[O:21])[O:16][CH2:15]3)[OH:11])[CH2:5][CH2:4]1.[C:23]([C:25]1[CH:26]=[CH:27][C:28]([C:31](O)=[O:32])=[N:29][CH:30]=1)#[N:24], predict the reaction product. The product is: [C:23]([C:25]1[CH:26]=[CH:27][C:28]([C:31]([NH:2][CH:3]2[CH2:8][CH2:7][N:6]([CH2:9][C@H:10]([OH:11])[C:12]3[C:13]([CH3:22])=[C:14]4[C:18](=[CH:19][CH:20]=3)[C:17](=[O:21])[O:16][CH2:15]4)[CH2:5][CH2:4]2)=[O:32])=[N:29][CH:30]=1)#[N:24]. (2) Given the reactants [Br:1][C:2]1[CH:3]=[C:4]([C:9](=[O:19])[CH2:10][C:11]2[CH:16]=[CH:15][CH:14]=[C:13]([Cl:17])[C:12]=2[Cl:18])[C:5]([Cl:8])=[N:6][CH:7]=1.[CH3:20][N:21]([CH:23](OC)OC)[CH3:22], predict the reaction product. The product is: [Br:1][C:2]1[CH:3]=[C:4]([C:9](=[O:19])[C:10]([C:11]2[CH:16]=[CH:15][CH:14]=[C:13]([Cl:17])[C:12]=2[Cl:18])=[CH:20][N:21]([CH3:23])[CH3:22])[C:5]([Cl:8])=[N:6][CH:7]=1. (3) The product is: [Cl:12][C:13]1[CH:14]=[C:15]([CH:19]=[CH:20][CH:21]=1)[C:16]([NH:1][C:2]1[CH:10]=[CH:9][C:8]([CH3:11])=[CH:7][C:3]=1[C:4]([O:6][CH3:22])=[O:5])=[O:17]. Given the reactants [NH2:1][C:2]1[CH:10]=[CH:9][C:8]([CH3:11])=[CH:7][C:3]=1[C:4]([OH:6])=[O:5].[Cl:12][C:13]1[CH:14]=[C:15]([CH:19]=[CH:20][CH:21]=1)[C:16](Cl)=[O:17].[CH3:22][O-].[Na+], predict the reaction product. (4) Given the reactants CN(C)C=O.[OH:6][C:7]1[CH:15]=[C:14]2[N:10]([C@H:11]([C:16]([O:18][CH2:19][CH3:20])=[O:17])[CH2:12][CH2:13]2)[C:9](=[O:21])[CH:8]=1.C(N(CC)CC)C.[F:29][C:30]([F:49])([F:48])[S:31](N(C1C=CC=CC=1)[S:31]([C:30]([F:49])([F:48])[F:29])(=[O:33])=[O:32])(=[O:33])=[O:32], predict the reaction product. The product is: [O:21]=[C:9]1[CH:8]=[C:7]([O:6][S:31]([C:30]([F:49])([F:48])[F:29])(=[O:33])=[O:32])[CH:15]=[C:14]2[N:10]1[C@H:11]([C:16]([O:18][CH2:19][CH3:20])=[O:17])[CH2:12][CH2:13]2. (5) Given the reactants [Cl:1][C:2]1[CH:3]=[N:4][C:5]2[N:6]([N:8]=[C:9]([C:11]([OH:13])=O)[CH:10]=2)[CH:7]=1.[CH2:14]([CH:16]1[C:25]2[C:20](=[CH:21][CH:22]=[CH:23][CH:24]=2)[CH2:19][CH2:18][NH:17]1)[CH3:15], predict the reaction product. The product is: [Cl:1][C:2]1[CH:3]=[N:4][C:5]2[N:6]([N:8]=[C:9]([C:11]([N:17]3[CH2:18][CH2:19][C:20]4[C:25](=[CH:24][CH:23]=[CH:22][CH:21]=4)[CH:16]3[CH2:14][CH3:15])=[O:13])[CH:10]=2)[CH:7]=1. (6) Given the reactants C(OC(=O)[NH:7][CH:8]1[CH2:13][CH2:12][CH:11]([CH2:14][NH:15][C:16]2[C:21]([Cl:22])=[CH:20][N:19]=[C:18](Cl)[N:17]=2)[CH2:10][CH2:9]1)(C)(C)C.Cl.[F:26][C:27]([F:38])([F:37])[O:28][C:29]1[CH:36]=[CH:35][CH:34]=[CH:33][C:30]=1[CH2:31][NH2:32], predict the reaction product. The product is: [NH2:7][C@H:8]1[CH2:9][CH2:10][C@H:11]([CH2:14][NH:15][C:16]2[C:21]([Cl:22])=[CH:20][N:19]=[C:18]([NH:32][CH2:31][C:30]3[CH:33]=[CH:34][CH:35]=[CH:36][C:29]=3[O:28][C:27]([F:26])([F:37])[F:38])[N:17]=2)[CH2:12][CH2:13]1. (7) Given the reactants [Cl:1][C:2]1[CH:7]=[CH:6][C:5]([CH3:8])=[C:4]([CH2:9]Cl)[CH:3]=1.O.[C-:12]#[N:13].[Na+], predict the reaction product. The product is: [Cl:1][C:2]1[CH:7]=[CH:6][C:5]([CH3:8])=[C:4]([CH2:9][C:12]#[N:13])[CH:3]=1. (8) Given the reactants [C:1]([C:4]1[CH:5]=[C:6]([C:12](=[O:17])C(Cl)(Cl)Cl)[NH:7][C:8]=1[N+:9]([O-])=O)(=[O:3])[CH3:2].C[O-].[Na+].[OH2:21].Cl.[CH3:23]O, predict the reaction product. The product is: [C:1]([C:4]1[CH:5]=[C:6]([C:12]([O:17][CH3:23])=[O:21])[NH:7][C:8]=1[NH2:9])(=[O:3])[CH3:2]. (9) Given the reactants [CH:1]([NH2:4])([CH3:3])[CH3:2].CCN(C(C)C)C(C)C.[C:14]([C:18]1[N:22]([CH2:23][CH:24]2[CH2:29][CH2:28][O:27][CH2:26][CH2:25]2)[C:21]2[CH:30]=[CH:31][C:32]([S:34]([N:37]3[CH:41]=[C:40]([C:42](O)=[O:43])[CH:39]=[N:38]3)(=[O:36])=[O:35])=[CH:33][C:20]=2[N:19]=1)([CH3:17])([CH3:16])[CH3:15].CN(C(ON1N=NC2C=CC=NC1=2)=[N+](C)C)C.F[P-](F)(F)(F)(F)F, predict the reaction product. The product is: [C:14]([C:18]1[N:22]([CH2:23][CH:24]2[CH2:25][CH2:26][O:27][CH2:28][CH2:29]2)[C:21]2[CH:30]=[CH:31][C:32]([S:34]([N:37]3[CH:41]=[C:40]([C:42]([NH:4][CH:1]([CH3:3])[CH3:2])=[O:43])[CH:39]=[N:38]3)(=[O:36])=[O:35])=[CH:33][C:20]=2[N:19]=1)([CH3:15])([CH3:16])[CH3:17].